This data is from Reaction yield outcomes from USPTO patents with 853,638 reactions. The task is: Predict the reaction yield, written as a fraction of the theoretical maximum amount of product (1.0 means a 100% yield; for example, 0.34 means a 34% yield). (1) The reactants are [C:1]([O:5][C:6]([N:8]1[CH2:13][CH2:12][CH:11]([C:14]#[CH:15])[CH2:10][CH2:9]1)=[O:7])([CH3:4])([CH3:3])[CH3:2].[Cl:16][C:17]1[C:26]2[C:21](=[CH:22][CH:23]=[C:24](I)[CH:25]=2)[N:20]=[CH:19][N:18]=1.C(NC(C)C)(C)C. The catalyst is C1COCC1.[Cu]I. The product is [C:1]([O:5][C:6]([N:8]1[CH2:13][CH2:12][CH:11]([C:14]#[C:15][C:24]2[CH:25]=[C:26]3[C:21](=[CH:22][CH:23]=2)[N:20]=[CH:19][N:18]=[C:17]3[Cl:16])[CH2:10][CH2:9]1)=[O:7])([CH3:4])([CH3:3])[CH3:2]. The yield is 0.940. (2) The reactants are [F:1][C:2]1([F:22])[C@@H:7]2[C@H:3]1[C@@H:4]([C:18]([O:20]C)=[O:19])[N:5]([S:8]([C:11]1[CH:16]=[CH:15][C:14]([F:17])=[CH:13][CH:12]=1)(=[O:10])=[O:9])[CH2:6]2.O.[OH-].[Li+]. The catalyst is O1CCCC1.O. The product is [F:22][C:2]1([F:1])[C@H:3]2[C@@H:7]1[CH2:6][N:5]([S:8]([C:11]1[CH:16]=[CH:15][C:14]([F:17])=[CH:13][CH:12]=1)(=[O:10])=[O:9])[C@@H:4]2[C:18]([OH:20])=[O:19]. The yield is 1.00. (3) The reactants are [Cl:1][C:2]1[CH:7]=[C:6]([C:8](=[O:13])[C:9]([F:12])([F:11])[F:10])[CH:5]=[C:4]([Cl:14])[C:3]=1[NH:15][C:16](=[O:27])[C:17]1[CH:22]=[CH:21][CH:20]=[C:19]([N+]([O-])=O)[C:18]=1[F:26].[Sn](Cl)(Cl)(Cl)Cl.Cl. The catalyst is C(O)(C)C. The product is [Cl:1][C:2]1[CH:7]=[C:6]([C:8](=[O:13])[C:9]([F:11])([F:10])[F:12])[CH:5]=[C:4]([Cl:14])[C:3]=1[NH:15][C:16](=[O:27])[C:17]1[CH:22]=[CH:21][CH:20]=[CH:19][C:18]=1[F:26]. The yield is 0.320. (4) The reactants are [CH3:1][N:2]([CH3:14])[S:3]([C:6]1[CH:11]=[CH:10][C:9]([Mg]Br)=[CH:8][CH:7]=1)(=[O:5])=[O:4].[CH3:15][O:16][C:17]1[CH:57]=[CH:56][C:20]([CH2:21][N:22]([CH2:47][C:48]2[CH:53]=[CH:52][C:51]([O:54][CH3:55])=[CH:50][CH:49]=2)[C:23]2[N:28]=[C:27]([CH3:29])[N:26]=[C:25]([C:30]3[C:31]([NH:38][C:39]4[CH:40]=[N:41][C:42]([O:45][CH3:46])=[CH:43][CH:44]=4)=[N:32][CH:33]=[C:34]([CH:37]=3)[CH:35]=[O:36])[N:24]=2)=[CH:19][CH:18]=1. No catalyst specified. The product is [CH3:55][O:54][C:51]1[CH:50]=[CH:49][C:48]([CH2:47][N:22]([CH2:21][C:20]2[CH:19]=[CH:18][C:17]([O:16][CH3:15])=[CH:57][CH:56]=2)[C:23]2[N:28]=[C:27]([CH3:29])[N:26]=[C:25]([C:30]3[CH:37]=[C:34]([CH:35]([OH:36])[C:9]4[CH:10]=[CH:11][C:6]([S:3]([N:2]([CH3:14])[CH3:1])(=[O:5])=[O:4])=[CH:7][CH:8]=4)[CH:33]=[N:32][C:31]=3[NH:38][C:39]3[CH:40]=[N:41][C:42]([O:45][CH3:46])=[CH:43][CH:44]=3)[N:24]=2)=[CH:53][CH:52]=1. The yield is 0.736. (5) The reactants are [O:1]=[C:2]1[CH:6]([C:7]([O:9][CH2:10][CH3:11])=[O:8])[CH2:5][C:4](=[O:12])[NH:3]1.[N:13]([C:22]([O:24][C:25]([CH3:28])([CH3:27])[CH3:26])=[O:23])=[N:14][C:15]([O:17][C:18]([CH3:21])([CH3:20])[CH3:19])=[O:16].C(=O)([O-])[O-].[K+].[K+]. The catalyst is C(OCC)(=O)C. The product is [C:25]([O:24][C:22]([N:13]([C:6]1([C:7]([O:9][CH2:10][CH3:11])=[O:8])[CH2:5][C:4](=[O:12])[NH:3][C:2]1=[O:1])[NH:14][C:15]([O:17][C:18]([CH3:21])([CH3:20])[CH3:19])=[O:16])=[O:23])([CH3:28])([CH3:27])[CH3:26]. The yield is 0.830.